From a dataset of Catalyst prediction with 721,799 reactions and 888 catalyst types from USPTO. Predict which catalyst facilitates the given reaction. (1) Reactant: [NH2:1][C:2]1[CH:3]=[C:4]2[C:9](=[CH:10][C:11]=1[NH:12][C:13](=O)[CH2:14][Cl:15])[N:8]=[CH:7][C:6]([C:17]#[N:18])=[C:5]2[NH:19][C:20]1[CH:25]=[C:24]([O:26][CH3:27])[C:23]([O:28][CH3:29])=[C:22]([O:30][CH3:31])[CH:21]=1. Product: [Cl:15][CH2:14][C:13]1[N:12]=[C:11]2[CH2:10][C:9]3[N:8]=[CH:7][C:6]([C:17]#[N:18])=[C:5]([NH:19][C:20]4[CH:21]=[C:22]([O:30][CH3:31])[C:23]([O:28][CH3:29])=[C:24]([O:26][CH3:27])[CH:25]=4)[C:4]=3[CH:3]=[C:2]2[N:1]=1. The catalyst class is: 15. (2) Reactant: Cl.[CH3:2][O:3][C:4]1[CH:5]=[C:6]2[C:10](=[CH:11][CH:12]=1)[NH:9][N:8]=[C:7]2[C:13]([NH:15][CH2:16][CH:17]1[CH2:22][CH2:21][NH:20][CH2:19][CH2:18]1)=[O:14].C(=O)([O-])[O-].[K+].[K+].Cl[CH2:30][CH2:31][N:32]1[CH2:37][C@H:36]([CH3:38])[O:35][C@H:34]([CH3:39])[CH2:33]1.CC#N. Product: [CH3:39][C@H:34]1[O:35][C@@H:36]([CH3:38])[CH2:37][N:32]([CH2:31][CH2:30][N:20]2[CH2:21][CH2:22][CH:17]([CH2:16][NH:15][C:13]([C:7]3[C:6]4[C:10](=[CH:11][CH:12]=[C:4]([O:3][CH3:2])[CH:5]=4)[NH:9][N:8]=3)=[O:14])[CH2:18][CH2:19]2)[CH2:33]1. The catalyst class is: 21. (3) Product: [N:7]1([C:13]2[CH:14]=[CH:15][C:16]([C:17]([NH:22][C:23]3[C:24]4[CH:35]=[C:34]([C:36]([O:38][C:39]([CH3:40])([CH3:42])[CH3:41])=[O:37])[S:33][C:25]=4[N:26]([C:28]([O:30][CH2:31][CH3:32])=[O:29])[N:27]=3)=[O:19])=[CH:20][CH:21]=2)[CH2:8][CH2:9][O:10][CH2:11][CH2:12]1. The catalyst class is: 120. Reactant: C(Cl)(=O)C(Cl)=O.[N:7]1([C:13]2[CH:21]=[CH:20][C:16]([C:17]([OH:19])=O)=[CH:15][CH:14]=2)[CH2:12][CH2:11][O:10][CH2:9][CH2:8]1.[NH2:22][C:23]1[C:24]2[CH:35]=[C:34]([C:36]([O:38][C:39]([CH3:42])([CH3:41])[CH3:40])=[O:37])[S:33][C:25]=2[N:26]([C:28]([O:30][CH2:31][CH3:32])=[O:29])[N:27]=1.N1C=CC=CC=1.C(=O)(O)[O-].[Na+]. (4) Reactant: [Cl:1][C:2]1[CH:7]=[CH:6][C:5]([N+:8]([O-:10])=[O:9])=[CH:4][C:3]=1[S:11]C#N.[BH4-].[Na+].Cl. Product: [Cl:1][C:2]1[CH:7]=[CH:6][C:5]([N+:8]([O-:10])=[O:9])=[CH:4][C:3]=1[SH:11]. The catalyst class is: 3.